From a dataset of Full USPTO retrosynthesis dataset with 1.9M reactions from patents (1976-2016). Predict the reactants needed to synthesize the given product. (1) Given the product [O:1]1[C:5]([C:6]2[CH:7]=[CH:8][C:9]([NH:12][C:13]3[N:14]=[C:15]([NH:23][CH2:24][CH:25]4[CH2:26][CH2:27][O:28][CH2:29][CH2:30]4)[C:16]4[CH2:22][N:21]([CH2:32][CH2:31][OH:33])[CH2:20][CH2:19][C:17]=4[N:18]=3)=[CH:10][CH:11]=2)=[CH:4][N:3]=[CH:2]1, predict the reactants needed to synthesize it. The reactants are: [O:1]1[C:5]([C:6]2[CH:11]=[CH:10][C:9]([NH:12][C:13]3[N:14]=[C:15]([NH:23][CH2:24][CH:25]4[CH2:30][CH2:29][O:28][CH2:27][CH2:26]4)[C:16]4[CH2:22][NH:21][CH2:20][CH2:19][C:17]=4[N:18]=3)=[CH:8][CH:7]=2)=[CH:4][N:3]=[CH:2]1.[C:31](O)(=[O:33])[CH3:32].C(O)C=O. (2) Given the product [Br:1][C:2]1[S:24][C:5]2[N:6]([CH3:23])[C:7](=[O:22])[N:8]([CH2:11][CH2:12][CH2:13][OH:14])[C:9](=[O:10])[C:4]=2[C:3]=1[CH3:25], predict the reactants needed to synthesize it. The reactants are: [Br:1][C:2]1[S:24][C:5]2[N:6]([CH3:23])[C:7](=[O:22])[N:8]([CH2:11][CH2:12][CH2:13][O:14][Si](C(C)(C)C)(C)C)[C:9](=[O:10])[C:4]=2[C:3]=1[CH3:25].